Dataset: Forward reaction prediction with 1.9M reactions from USPTO patents (1976-2016). Task: Predict the product of the given reaction. Given the reactants Br[C:2]1[N:6]=[C:5]([C:7]2[CH:12]=[CH:11][C:10]([O:13][CH:14]([CH3:16])[CH3:15])=[C:9]([Cl:17])[CH:8]=2)[S:4][N:3]=1.[CH2:18]([C:20]1[C:25](B2OC(C)(C)C(C)(C)O2)=[CH:24][CH:23]=[CH:22][C:21]=1[CH:35]1[CH2:40][CH2:39][NH:38][CH2:37][CH2:36]1)[CH3:19].P([O-])([O-])([O-])=O.[K+].[K+].[K+], predict the reaction product. The product is: [Cl:17][C:9]1[CH:8]=[C:7]([C:5]2[S:4][N:3]=[C:2]([C:25]3[C:20]([CH2:18][CH3:19])=[C:21]([CH:35]4[CH2:40][CH2:39][NH:38][CH2:37][CH2:36]4)[CH:22]=[CH:23][CH:24]=3)[N:6]=2)[CH:12]=[CH:11][C:10]=1[O:13][CH:14]([CH3:16])[CH3:15].